This data is from Peptide-MHC class I binding affinity with 185,985 pairs from IEDB/IMGT. The task is: Regression. Given a peptide amino acid sequence and an MHC pseudo amino acid sequence, predict their binding affinity value. This is MHC class I binding data. (1) The peptide sequence is CGYPALMPLY. The MHC is Patr-A0301 with pseudo-sequence Patr-A0301. The binding affinity (normalized) is 0.625. (2) The peptide sequence is VGVVTLYL. The MHC is H-2-Db with pseudo-sequence H-2-Db. The binding affinity (normalized) is 0. (3) The peptide sequence is ISDYSAEVER. The MHC is HLA-A68:01 with pseudo-sequence HLA-A68:01. The binding affinity (normalized) is 0.498. (4) The peptide sequence is ATVANVFLY. The MHC is HLA-A03:01 with pseudo-sequence HLA-A03:01. The binding affinity (normalized) is 0.680. (5) The peptide sequence is TSNLQEQIGW. The MHC is HLA-A68:01 with pseudo-sequence HLA-A68:01. The binding affinity (normalized) is 0. (6) The peptide sequence is KQWSWFSLL. The MHC is HLA-B27:05 with pseudo-sequence HLA-B27:05. The binding affinity (normalized) is 0.655.